Dataset: Reaction yield outcomes from USPTO patents with 853,638 reactions. Task: Predict the reaction yield, written as a fraction of the theoretical maximum amount of product (1.0 means a 100% yield; for example, 0.34 means a 34% yield). (1) The reactants are [CH3:1][O:2][C:3]1[CH:4]=[CH:5][C:6]2[CH2:12][C:11](=[O:13])[CH2:10][CH2:9][CH2:8][C:7]=2[CH:14]=1.[CH2:15](N1CCN(C(O[Si](C)(C)C)C(F)(F)F)CC1)[C:16]1C=CC=CC=1.B(F)(F)F.CCOCC. The catalyst is ClCCCl. The product is [CH:15](=[C:12]1/[C:11](=[O:13])[CH2:10][CH2:9][CH2:8][C:7]2[CH:14]=[C:3]([O:2][CH3:1])[CH:4]=[CH:5][C:6]/1=2)\[CH3:16]. The yield is 0.410. (2) The reactants are [N+:1]([O-:4])(O)=[O:2].S(=O)(=O)(O)O.[I:10][C:11]1[CH:16]=[CH:15][N:14]=[C:13]2[O:17][CH2:18][CH2:19][C:12]=12. No catalyst specified. The product is [I:10][C:11]1[C:16]([N+:1]([O-:4])=[O:2])=[CH:15][N:14]=[C:13]2[O:17][CH2:18][CH2:19][C:12]=12. The yield is 0.920. (3) The reactants are Cl.[CH2:2]([O:9][C:10]([C@@H:12]1[CH2:16][CH2:15][CH2:14][N:13]1[C:17](=[O:29])[C@H:18]([NH2:28])[CH2:19][C:20]1[CH:25]=[CH:24][C:23]([O:26][CH3:27])=[CH:22][CH:21]=1)=[O:11])[C:3]1[CH:8]=[CH:7][CH:6]=[CH:5][CH:4]=1.[C:30]([O-])(O)=[O:31].[Na+].ClC(Cl)(OC(=O)OC(Cl)(Cl)Cl)Cl. The yield is 0.980. The product is [CH2:2]([O:9][C:10]([C@@H:12]1[CH2:16][CH2:15][CH2:14][N:13]1[C:17](=[O:29])[C@H:18]([N:28]=[C:30]=[O:31])[CH2:19][C:20]1[CH:25]=[CH:24][C:23]([O:26][CH3:27])=[CH:22][CH:21]=1)=[O:11])[C:3]1[CH:8]=[CH:7][CH:6]=[CH:5][CH:4]=1. The catalyst is ClCCl.